From a dataset of Forward reaction prediction with 1.9M reactions from USPTO patents (1976-2016). Predict the product of the given reaction. (1) The product is: [CH3:20][C:21]1[CH:26]=[C:25]([CH2:27][CH2:28][N:34]2[C:30](=[O:40])[C:31]3[C:32](=[CH:36][CH:37]=[CH:38][CH:39]=3)[C:33]2=[O:35])[CH:24]=[CH:23][N:22]=1. Given the reactants C1(P(C2C=CC=CC=2)C2C=CC=CC=2)C=CC=CC=1.[CH3:20][C:21]1[CH:26]=[C:25]([CH2:27][CH2:28]O)[CH:24]=[CH:23][N:22]=1.[C:30]1(=[O:40])[NH:34][C:33](=[O:35])[C:32]2=[CH:36][CH:37]=[CH:38][CH:39]=[C:31]12, predict the reaction product. (2) Given the reactants [F:1][C:2]1[CH:10]=[C:9]([C:11]([F:14])([F:13])[F:12])[CH:8]=[CH:7][C:3]=1[C:4](Cl)=O.ClC1C=C(Cl)C=CC=1C1[C:28]([C:29]2[NH:30][CH:31]=[CH:32][N:33]=2)=[CH:27][N:26]=[C:25]([NH:34][CH2:35][CH2:36][NH:37][C:38]2[CH:43]=[CH:42][C:41]([N+:44]([O-:46])=[O:45])=[CH:40][N:39]=2)[N:24]=1, predict the reaction product. The product is: [F:1][C:2]1[CH:10]=[C:9]([C:11]([F:14])([F:13])[F:12])[CH:8]=[CH:7][C:3]=1[C:4]1[C:28]([C:29]2[NH:33][CH:32]=[CH:31][N:30]=2)=[CH:27][N:26]=[C:25]([NH:34][CH2:35][CH2:36][NH:37][C:38]2[CH:43]=[CH:42][C:41]([N+:44]([O-:46])=[O:45])=[CH:40][N:39]=2)[N:24]=1. (3) Given the reactants [C:1]([O:10]C)(=O)[C:2]1[C:3](=[CH:5][CH:6]=[CH:7][CH:8]=1)[SH:4].[C:12]([C:14]1[CH:19]=[C:18]([CH2:20][CH2:21][CH2:22][O:23][CH2:24][CH2:25][C:26]([O:28][C:29]([CH3:32])([CH3:31])[CH3:30])=[O:27])[CH:17]=[CH:16][N:15]=1)#[N:13], predict the reaction product. The product is: [O:10]=[C:1]1[C:2]2[CH:8]=[CH:7][CH:6]=[CH:5][C:3]=2[S:4][C:12]([C:14]2[CH:19]=[C:18]([CH2:20][CH2:21][CH2:22][O:23][CH2:24][CH2:25][C:26]([O:28][C:29]([CH3:32])([CH3:31])[CH3:30])=[O:27])[CH:17]=[CH:16][N:15]=2)=[N:13]1. (4) Given the reactants [C:1]([O:5][C:6]([N:8]1[CH2:12][CH2:11][CH:10]([OH:13])[CH2:9]1)=[O:7])([CH3:4])([CH3:3])[CH3:2].[H-].[Na+].[CH2:16](Br)[C:17]1[CH:22]=[CH:21][CH:20]=[CH:19][CH:18]=1, predict the reaction product. The product is: [CH2:16]([O:13][CH:10]1[CH2:11][CH2:12][N:8]([C:6]([O:5][C:1]([CH3:4])([CH3:2])[CH3:3])=[O:7])[CH2:9]1)[C:17]1[CH:22]=[CH:21][CH:20]=[CH:19][CH:18]=1. (5) Given the reactants [CH2:1]1[C@@H:5](N2C(=O)NC(=O)C=C2)[O:4][C@@H:3]([CH2:14][OH:15])[C@@H:2]1[OH:16].N1C=CC=CC=1.[C:23]1([CH3:32])[CH:28]=[CH:27][C:26](C(Cl)=O)=[CH:25][CH:24]=1.C(OCC)(=[O:35])C, predict the reaction product. The product is: [CH2:32]([O:15][CH2:14][C@@H:3]1[O:4][CH:5]([OH:35])[CH2:1][C@H:2]1[OH:16])[C:23]1[CH:28]=[CH:27][CH:26]=[CH:25][CH:24]=1.